From a dataset of Reaction yield outcomes from USPTO patents with 853,638 reactions. Predict the reaction yield, written as a fraction of the theoretical maximum amount of product (1.0 means a 100% yield; for example, 0.34 means a 34% yield). (1) The reactants are [N:1]1([CH2:7][CH2:8][NH2:9])[CH2:6][CH2:5][O:4][CH2:3][CH2:2]1.Cl[C:11]1[N:12]=[N+:13]([O-:24])[C:14]2[CH:23]=[C:22]3[C:18]([CH2:19][CH2:20][CH2:21]3)=[CH:17][C:15]=2[N:16]=1. The catalyst is COCCOC. The product is [N:1]1([CH2:7][CH2:8][NH:9][C:11]2[N:12]=[N+:13]([O-:24])[C:14]3[CH:23]=[C:22]4[C:18]([CH2:19][CH2:20][CH2:21]4)=[CH:17][C:15]=3[N:16]=2)[CH2:6][CH2:5][O:4][CH2:3][CH2:2]1. The yield is 0.980. (2) The reactants are Cl.[NH:2]1[CH2:7][CH2:6][CH:5]([C:8]2[CH:13]=[CH:12][C:11]([NH2:14])=[CH:10][CH:9]=2)[CH2:4][CH2:3]1.C(N(CC)CC)C.[C:22](O[C:22]([O:24][C:25]([CH3:28])([CH3:27])[CH3:26])=[O:23])([O:24][C:25]([CH3:28])([CH3:27])[CH3:26])=[O:23]. The product is [NH2:14][C:11]1[CH:10]=[CH:9][C:8]([CH:5]2[CH2:6][CH2:7][N:2]([C:22]([O:24][C:25]([CH3:28])([CH3:27])[CH3:26])=[O:23])[CH2:3][CH2:4]2)=[CH:13][CH:12]=1. The yield is 0.510. The catalyst is C1COCC1.CCOC(C)=O.O.